From a dataset of Forward reaction prediction with 1.9M reactions from USPTO patents (1976-2016). Predict the product of the given reaction. (1) Given the reactants [Cl-].[CH2:2]([N+:18]1[CH:23]=[CH:22][CH:21]=[CH:20][CH:19]=1)[CH2:3][CH2:4][CH2:5][CH2:6][CH2:7][CH2:8][CH2:9][CH2:10][CH2:11][CH2:12][CH2:13][CH2:14][CH2:15][CH2:16][CH3:17].[CH3:24][CH2:25][N:26]1[C:32](=[O:33])[C:30](=[O:31])[N:29]([C:34]([NH:36][C@@H:37]([C:44]([NH:46][C@@H:47]2[C:50](=[O:51])[N:49]3[C@@H:52]([C:57]([O-:59])=[O:58])[C:53]([CH3:56])([CH3:55])[S:54][C@H:48]23)=[O:45])[C:38]2[CH:43]=[CH:42][CH:41]=[CH:40][CH:39]=2)=[O:35])[CH2:28][CH2:27]1.[Na+].C(Cl)(Cl)Cl, predict the reaction product. The product is: [CH2:2]([N+:18]1[CH:19]=[CH:20][CH:21]=[CH:22][CH:23]=1)[CH2:3][CH2:4][CH2:5][CH2:6][CH2:7][CH2:8][CH2:9][CH2:10][CH2:11][CH2:12][CH2:13][CH2:14][CH2:15][CH2:16][CH3:17].[CH3:24][CH2:25][N:26]1[C:32](=[O:33])[C:30](=[O:31])[N:29]([C:34]([NH:36][C@@H:37]([C:44]([NH:46][C@@H:47]2[C:50](=[O:51])[N:49]3[C@@H:52]([C:57]([OH:59])=[O:58])[C:53]([CH3:55])([CH3:56])[S:54][C@H:48]23)=[O:45])[C:38]2[CH:39]=[CH:40][CH:41]=[CH:42][CH:43]=2)=[O:35])[CH2:28][CH2:27]1. (2) Given the reactants [F:1][C:2]([F:21])([F:20])[C:3]([N:5]1[CH2:10][CH2:9][N:8]([C:11]2[CH:16]=[CH:15][CH:14]=[CH:13][C:12]=2[N+:17]([O-])=O)[CH2:7][CH2:6]1)=[O:4], predict the reaction product. The product is: [F:21][C:2]([F:1])([F:20])[C:3]([N:5]1[CH2:6][CH2:7][N:8]([C:11]2[CH:16]=[CH:15][CH:14]=[CH:13][C:12]=2[NH2:17])[CH2:9][CH2:10]1)=[O:4]. (3) Given the reactants [CH3:1][CH:2]([CH3:12])[CH2:3][C:4](=[O:11])[CH2:5][C:6](OCC)=O.CC(C)(C)C(=O)C[C:17]([O:19]CC1C=CC=CC=1)=[O:18].[Br:30]CC1OC(=O)OC=1C(C)(C)C, predict the reaction product. The product is: [Br:30][CH2:6][C:5]1[O:19][C:17](=[O:18])[O:11][C:4]=1[CH2:3][CH:2]([CH3:1])[CH3:12].